Binary Classification. Given a miRNA mature sequence and a target amino acid sequence, predict their likelihood of interaction. From a dataset of Experimentally validated miRNA-target interactions with 360,000+ pairs, plus equal number of negative samples. The miRNA is hsa-miR-4286 with sequence ACCCCACUCCUGGUACC. The protein sequence of the target gene is MVKLNSNPSEKGTKPPSVEDGFQTVPLITPLEVNHLQLPAPEKVIVKTRTEYQPEQKNKGKFRVPKIAEFTVTILVSLALAFLACIVFLVVYKAFTYDHSCPEGFVYKHKRCIPASLDAYYSSQDPNSRSRFYTVISHYSVAKQSTARAIGPWLSAAAVIHEPKPPKTQGH. Result: 1 (interaction).